The task is: Regression. Given a peptide amino acid sequence and an MHC pseudo amino acid sequence, predict their binding affinity value. This is MHC class I binding data.. This data is from Peptide-MHC class I binding affinity with 185,985 pairs from IEDB/IMGT. (1) The peptide sequence is FMFDYIPPV. The MHC is HLA-C04:01 with pseudo-sequence HLA-C04:01. The binding affinity (normalized) is 0.213. (2) The peptide sequence is RTFGKLPYR. The binding affinity (normalized) is 0.0847. The MHC is HLA-B15:01 with pseudo-sequence HLA-B15:01. (3) The peptide sequence is KTFEWGVFY. The MHC is HLA-A02:03 with pseudo-sequence HLA-A02:03. The binding affinity (normalized) is 0.0847. (4) The peptide sequence is TLITLILSNK. The MHC is HLA-A31:01 with pseudo-sequence HLA-A31:01. The binding affinity (normalized) is 0.413. (5) The peptide sequence is LQIVRFTDY. The binding affinity (normalized) is 0.0847. The MHC is HLA-A26:02 with pseudo-sequence HLA-A26:02. (6) The peptide sequence is SYYCAGLKK. The MHC is HLA-A11:01 with pseudo-sequence HLA-A11:01. The binding affinity (normalized) is 0.594. (7) The peptide sequence is TFMIITSTK. The MHC is HLA-A11:01 with pseudo-sequence HLA-A11:01. The binding affinity (normalized) is 0.515. (8) The peptide sequence is KSTDVAKTF. The MHC is HLA-B57:01 with pseudo-sequence HLA-B57:01. The binding affinity (normalized) is 0.625. (9) The peptide sequence is RRRTPKKAKAN. The MHC is HLA-B27:05 with pseudo-sequence HLA-B27:05. The binding affinity (normalized) is 0.309.